This data is from Reaction yield outcomes from USPTO patents with 853,638 reactions. The task is: Predict the reaction yield, written as a fraction of the theoretical maximum amount of product (1.0 means a 100% yield; for example, 0.34 means a 34% yield). (1) The reactants are Cl[C:2]1[C:11]2[C:6](=[CH:7][C:8]([O:14][CH2:15][CH2:16][CH2:17][N:18]3[CH2:23][CH2:22][CH2:21][CH2:20][CH2:19]3)=[C:9]([O:12][CH3:13])[CH:10]=2)[N:5]=[CH:4][N:3]=1.C(=O)([O-])[O-].[K+].[K+].[OH:30][C:31]1[CH:32]=[CH:33][C:34]2[NH:35][C:36]3[C:41]([C:42]=2[CH:43]=1)=[CH:40][CH:39]=[CH:38][CH:37]=3. The catalyst is CC(N(C)C)=O. The product is [CH:33]1[C:34]2[NH:35][C:36]3[C:41](=[CH:40][CH:39]=[CH:38][CH:37]=3)[C:42]=2[CH:43]=[C:31]([O:30][C:2]2[C:11]3[C:6](=[CH:7][C:8]([O:14][CH2:15][CH2:16][CH2:17][N:18]4[CH2:23][CH2:22][CH2:21][CH2:20][CH2:19]4)=[C:9]([O:12][CH3:13])[CH:10]=3)[N:5]=[CH:4][N:3]=2)[CH:32]=1. The yield is 0.740. (2) The reactants are C[O:2][C:3]([C:5]1[CH:10]=[CH:9][C:8](=[O:11])[NH:7][C:6]=1[NH:12][C:13]1[CH:18]=[CH:17][C:16]([Br:19])=[CH:15][C:14]=1[F:20])=[O:4].COC(=O)C1C=CC(OC)=NC=1NC1C=CC(Br)=CC=1F.C(O)(=O)C.Br. The catalyst is CCOC(C)=O. The product is [Br:19][C:16]1[CH:17]=[CH:18][C:13]([NH:12][C:6]2[NH:7][C:8](=[O:11])[CH:9]=[CH:10][C:5]=2[C:3]([OH:4])=[O:2])=[C:14]([F:20])[CH:15]=1. The yield is 0.790. (3) The reactants are C(OC([NH:8][C@@H:9]([CH2:18][S:19][CH2:20][C:21]1[CH:26]=[CH:25][C:24]([O:27][CH3:28])=[CH:23][CH:22]=1)[CH2:10][O:11][C:12](=[O:17])[C:13]([CH3:16])([CH3:15])[CH3:14])=O)(C)(C)C.Cl.O1CCOCC1. The catalyst is ClCCl. The product is [NH2:8][C@@H:9]([CH2:18][S:19][CH2:20][C:21]1[CH:26]=[CH:25][C:24]([O:27][CH3:28])=[CH:23][CH:22]=1)[CH2:10][O:11][C:12](=[O:17])[C:13]([CH3:16])([CH3:15])[CH3:14]. The yield is 0.950. (4) The reactants are [F:1][C:2]1[CH:7]=[CH:6][C:5]([OH:8])=[CH:4][CH:3]=1.Br[C:10]1[CH:15]=[CH:14][C:13]([Br:16])=[CH:12][N:11]=1.CN(C)C=O.[H-].[Na+]. The catalyst is O. The product is [Br:16][C:13]1[CH:14]=[CH:15][C:10]([O:8][C:5]2[CH:6]=[CH:7][C:2]([F:1])=[CH:3][CH:4]=2)=[N:11][CH:12]=1. The yield is 0.750. (5) The reactants are [CH:1]1[CH:6]=[C:5]([Cl:7])[CH:4]=[C:3]([C:8]([O:10]O)=[O:9])[CH:2]=1. The catalyst is C(Cl)Cl. The product is [Cl:7][C:5]1[CH:4]=[C:3]([C:8]([OH:10])=[O:9])[CH:2]=[CH:1][CH:6]=1. The yield is 0.400. (6) The reactants are [NH2:1][C:2]1[N:7]=[CH:6][N:5]=[C:4]2[N:8]([C@@H:12]3[CH2:17][CH2:16][CH2:15][N:14]([C:18]([O:20][C:21]([CH3:24])([CH3:23])[CH3:22])=[O:19])[CH2:13]3)[N:9]=[C:10](I)[C:3]=12.[F:25][C:26]1[CH:41]=[CH:40][CH:39]=[CH:38][C:27]=1[O:28][C:29]1[CH:34]=[CH:33][C:32](B(O)O)=[CH:31][CH:30]=1.C(=O)([O-])[O-].[Na+].[Na+]. The catalyst is O1CCOCC1.O.C1C=CC([P]([Pd]([P](C2C=CC=CC=2)(C2C=CC=CC=2)C2C=CC=CC=2)([P](C2C=CC=CC=2)(C2C=CC=CC=2)C2C=CC=CC=2)[P](C2C=CC=CC=2)(C2C=CC=CC=2)C2C=CC=CC=2)(C2C=CC=CC=2)C2C=CC=CC=2)=CC=1. The product is [NH2:1][C:2]1[N:7]=[CH:6][N:5]=[C:4]2[N:8]([C@@H:12]3[CH2:17][CH2:16][CH2:15][N:14]([C:18]([O:20][C:21]([CH3:24])([CH3:23])[CH3:22])=[O:19])[CH2:13]3)[N:9]=[C:10]([C:32]3[CH:31]=[CH:30][C:29]([O:28][C:27]4[CH:38]=[CH:39][CH:40]=[CH:41][C:26]=4[F:25])=[CH:34][CH:33]=3)[C:3]=12. The yield is 0.590. (7) The reactants are C([O:3][C:4](=[O:26])[CH2:5][CH:6]1[O:10][B:9]([OH:11])[C:8]2[CH:12]=[C:13]([O:17][C:18]3[C:23]([C:24]#N)=[N:22][CH:21]=[CH:20][N:19]=3)[CH:14]=[C:15]([CH3:16])[C:7]1=2)C.[OH-:27].[Na+].Cl.[OH2:30]. The catalyst is C1COCC1. The product is [C:4]([CH2:5][CH:6]1[O:10][B:9]([OH:11])[C:8]2[CH:12]=[C:13]([O:17][C:18]3[C:23]([C:24]([OH:30])=[O:27])=[N:22][CH:21]=[CH:20][N:19]=3)[CH:14]=[C:15]([CH3:16])[C:7]1=2)([OH:3])=[O:26]. The yield is 0.820.